Dataset: Forward reaction prediction with 1.9M reactions from USPTO patents (1976-2016). Task: Predict the product of the given reaction. (1) Given the reactants [CH2:1]([OH:13])[CH2:2][O:3][CH2:4][CH2:5][O:6][CH2:7][CH2:8][O:9][CH2:10][CH2:11][OH:12].C(N(CC)CC)C.[C:21]1([CH3:31])[CH:26]=[CH:25][C:24]([S:27](Cl)(=[O:29])=[O:28])=[CH:23][CH:22]=1, predict the reaction product. The product is: [CH3:31][C:21]1[CH:26]=[CH:25][C:24]([S:27]([O:12][CH2:11][CH2:10][O:9][CH2:8][CH2:7][O:6][CH2:5][CH2:4][O:3][CH2:2][CH2:1][OH:13])(=[O:29])=[O:28])=[CH:23][CH:22]=1. (2) Given the reactants [C:1]([O:5][C:6](=[O:24])[N:7]([C:16]1[CH:21]=[CH:20][C:19](Br)=[C:18]([F:23])[N:17]=1)[CH2:8][C:9]1[CH:10]=[N:11][CH:12]=[C:13]([F:15])[CH:14]=1)([CH3:4])([CH3:3])[CH3:2].C([Mg]Cl)(C)C.[C:30]([O:34][C:35]([N:37]1[C:41]2=[N:42][CH:43]=[C:44]([Cl:46])[CH:45]=[C:40]2[C:39]([CH2:47]Cl)=[CH:38]1)=[O:36])([CH3:33])([CH3:32])[CH3:31].N, predict the reaction product. The product is: [C:30]([O:34][C:35]([N:37]1[C:41]2=[N:42][CH:43]=[C:44]([Cl:46])[CH:45]=[C:40]2[C:39]([CH2:47][C:19]2[C:18]([F:23])=[N:17][C:16]([N:7]([C:6]([O:5][C:1]([CH3:4])([CH3:3])[CH3:2])=[O:24])[CH2:8][C:9]3[CH:10]=[N:11][CH:12]=[C:13]([F:15])[CH:14]=3)=[CH:21][CH:20]=2)=[CH:38]1)=[O:36])([CH3:33])([CH3:32])[CH3:31]. (3) Given the reactants I[C:2]1[CH:7]=[CH:6][C:5]([OH:8])=[CH:4][CH:3]=1.[C:9]([C:12]1[CH:13]=[C:14](B(O)O)[CH:15]=[CH:16][CH:17]=1)(=[O:11])[CH3:10].C([O-])([O-])=O.[Na+].[Na+].C(Cl)Cl, predict the reaction product. The product is: [OH:8][C:5]1[CH:6]=[CH:7][C:2]([C:16]2[CH:15]=[CH:14][CH:13]=[C:12]([C:9](=[O:11])[CH3:10])[CH:17]=2)=[CH:3][CH:4]=1. (4) The product is: [CH2:19]([C:18]1[C:17](=[O:26])[C:16]2[C:11](=[CH:12][C:13]([Cl:27])=[CH:14][CH:15]=2)[O:10][C:9]=1[CH:5]([NH:4][CH2:3][CH2:2][NH:1][C:41](=[O:42])[C:38]1[CH:39]=[CH:40][C:35]([CH3:44])=[CH:36][CH:37]=1)[CH:6]([CH3:7])[CH3:8])[C:20]1[CH:21]=[CH:22][CH:23]=[CH:24][CH:25]=1. Given the reactants [NH2:1][CH2:2][CH2:3][NH:4][CH:5]([C:9]1[O:10][C:11]2[C:16]([C:17](=[O:26])[C:18]=1[CH2:19][C:20]1[CH:25]=[CH:24][CH:23]=[CH:22][CH:21]=1)=[CH:15][CH:14]=[C:13]([Cl:27])[CH:12]=2)[CH:6]([CH3:8])[CH3:7].C(N(CC)CC)C.[C:35]1([CH3:44])[CH:40]=[CH:39][C:38]([C:41](Cl)=[O:42])=[CH:37][CH:36]=1, predict the reaction product. (5) The product is: [CH3:23][O:22][C:20]1[CH:19]=[CH:18][C:17]2[N:16]([N:15]=[C:14]([C:24]3[CH:25]=[N:26][CH:27]=[CH:28][CH:29]=3)[C:13]=2[CH2:2][C:3]2[N:8]=[C:7]([C:9]([O:11][CH3:12])=[O:10])[CH:6]=[CH:5][CH:4]=2)[CH:21]=1. Given the reactants O[CH:2]([C:13]1[C:14]([C:24]2[CH:25]=[N:26][CH:27]=[CH:28][CH:29]=2)=[N:15][N:16]2[CH:21]=[C:20]([O:22][CH3:23])[CH:19]=[CH:18][C:17]=12)[C:3]1[N:8]=[C:7]([C:9]([O:11][CH3:12])=[O:10])[CH:6]=[CH:5][CH:4]=1.C([SiH](CC)CC)C.FC(F)(F)C(O)=O.C(=O)(O)[O-].[Na+], predict the reaction product. (6) Given the reactants [Cl:1][C:2]1[N:11]=[C:10]2[C:5]([CH:6]=[CH:7][C:8](=[O:12])[NH:9]2)=[CH:4][CH:3]=1.CN(C=O)C.[H-].[Na+].CS(O[CH2:25][CH2:26][N:27]1[CH2:32][CH2:31][CH:30]([NH:33][C:34]([O:36][C:37]([CH3:40])([CH3:39])[CH3:38])=[O:35])[CH2:29][CH2:28]1)(=O)=O, predict the reaction product. The product is: [C:37]([O:36][C:34](=[O:35])[NH:33][CH:30]1[CH2:31][CH2:32][N:27]([CH2:26][CH2:25][N:9]2[C:10]3[C:5](=[CH:4][CH:3]=[C:2]([Cl:1])[N:11]=3)[CH:6]=[CH:7][C:8]2=[O:12])[CH2:28][CH2:29]1)([CH3:40])([CH3:39])[CH3:38]. (7) Given the reactants Cl.[F:2][C:3]([F:20])([F:19])[C:4]1[CH:5]=[C:6]([S:10]([CH:13]2[CH2:18][CH2:17][NH:16][CH2:15][CH2:14]2)(=[O:12])=[O:11])[CH:7]=[CH:8][CH:9]=1.[Cl:21][CH2:22][C:23](Cl)=[O:24], predict the reaction product. The product is: [Cl:21][CH2:22][C:23]([N:16]1[CH2:15][CH2:14][CH:13]([S:10]([C:6]2[CH:7]=[CH:8][CH:9]=[C:4]([C:3]([F:2])([F:19])[F:20])[CH:5]=2)(=[O:12])=[O:11])[CH2:18][CH2:17]1)=[O:24]. (8) The product is: [OH2:14].[ClH:34].[CH2:26]([NH:25][C:20]1[C:19]([NH:18][NH:17][C:15]([O:14][CH2:13][CH:10]2[CH2:9][CH2:8][N:7]([C:4]3[CH:5]=[CH:6][N:1]=[CH:2][CH:3]=3)[CH2:12][CH2:11]2)=[O:16])=[CH:24][CH:23]=[CH:22][CH:21]=1)[C:27]1[CH:32]=[CH:31][CH:30]=[CH:29][CH:28]=1.[CH2:26]([NH:25][C:20]1[C:19]([NH:18][NH:17][C:15]([O:14][CH2:13][CH:10]2[CH2:9][CH2:8][N:7]([C:4]3[CH:5]=[CH:6][N:1]=[CH:2][CH:3]=3)[CH2:12][CH2:11]2)=[O:16])=[CH:24][CH:23]=[CH:22][CH:21]=1)[C:27]1[CH:32]=[CH:31][CH:30]=[CH:29][CH:28]=1.[ClH:34]. Given the reactants [N:1]1[CH:6]=[CH:5][C:4]([N:7]2[CH2:12][CH2:11][CH:10]([CH2:13][O:14][C:15]([NH:17][NH:18][C:19]3[C:20]([NH2:25])=[CH:21][CH:22]=[CH:23][CH:24]=3)=[O:16])[CH2:9][CH2:8]2)=[CH:3][CH:2]=1.[C:26]([Cl:34])(=O)[C:27]1[CH:32]=[CH:31][CH:30]=[CH:29][CH:28]=1, predict the reaction product.